Dataset: NCI-60 drug combinations with 297,098 pairs across 59 cell lines. Task: Regression. Given two drug SMILES strings and cell line genomic features, predict the synergy score measuring deviation from expected non-interaction effect. (1) Drug 1: C1CC(=O)NC(=O)C1N2CC3=C(C2=O)C=CC=C3N. Drug 2: CCC1(CC2CC(C3=C(CCN(C2)C1)C4=CC=CC=C4N3)(C5=C(C=C6C(=C5)C78CCN9C7C(C=CC9)(C(C(C8N6C)(C(=O)OC)O)OC(=O)C)CC)OC)C(=O)OC)O.OS(=O)(=O)O. Cell line: MDA-MB-231. Synergy scores: CSS=29.7, Synergy_ZIP=-4.99, Synergy_Bliss=2.85, Synergy_Loewe=2.16, Synergy_HSA=2.22. (2) Drug 1: CN1C(=O)N2C=NC(=C2N=N1)C(=O)N. Drug 2: C1=NC2=C(N=C(N=C2N1C3C(C(C(O3)CO)O)F)Cl)N. Cell line: HCC-2998. Synergy scores: CSS=18.3, Synergy_ZIP=-3.27, Synergy_Bliss=-0.0148, Synergy_Loewe=-43.1, Synergy_HSA=-6.13.